Task: Predict the reaction yield, written as a fraction of the theoretical maximum amount of product (1.0 means a 100% yield; for example, 0.34 means a 34% yield).. Dataset: Reaction yield outcomes from USPTO patents with 853,638 reactions The reactants are [Cl:1][C:2]1[N:3]=[C:4]([N:11]2[CH2:16][CH2:15][O:14][CH2:13][CH2:12]2)[C:5]2[O:10][CH:9]=[CH:8][C:6]=2[N:7]=1.C([Li])CCC.CN([CH:25]=[O:26])C. The catalyst is C1COCC1. The product is [Cl:1][C:2]1[N:3]=[C:4]([N:11]2[CH2:16][CH2:15][O:14][CH2:13][CH2:12]2)[C:5]2[O:10][C:9]([CH:25]=[O:26])=[CH:8][C:6]=2[N:7]=1. The yield is 0.500.